This data is from Reaction yield outcomes from USPTO patents with 853,638 reactions. The task is: Predict the reaction yield, written as a fraction of the theoretical maximum amount of product (1.0 means a 100% yield; for example, 0.34 means a 34% yield). The reactants are [Cl:1][C:2]1[CH:7]=[CH:6][C:5]([N:8]2[C:12]([S:13]([CH3:16])(=[O:15])=[O:14])=[C:11]([C:17]([O:19]C(C)(C)C)=[O:18])[N:10]=[C:9]2[C:24]2[CH:29]=[CH:28][C:27]([Cl:30])=[CH:26][C:25]=2[Cl:31])=[CH:4][CH:3]=1.C(O)(C(F)(F)F)=O.[SiH](CC)(CC)CC. The catalyst is C(Cl)Cl. The product is [Cl:1][C:2]1[CH:7]=[CH:6][C:5]([N:8]2[C:12]([S:13]([CH3:16])(=[O:15])=[O:14])=[C:11]([C:17]([OH:19])=[O:18])[N:10]=[C:9]2[C:24]2[CH:29]=[CH:28][C:27]([Cl:30])=[CH:26][C:25]=2[Cl:31])=[CH:4][CH:3]=1. The yield is 1.00.